This data is from Reaction yield outcomes from USPTO patents with 853,638 reactions. The task is: Predict the reaction yield, written as a fraction of the theoretical maximum amount of product (1.0 means a 100% yield; for example, 0.34 means a 34% yield). (1) The reactants are [Cl:1][C:2]1[C:7]([C:8]2[C:9](=[O:19])[NH:10][C:11](=[O:18])[N:12]([CH2:14][CH2:15][CH:16]=O)[CH:13]=2)=[CH:6][CH:5]=[CH:4][N:3]=1.[F:20][C:21]([F:35])([F:34])[C:22]1[CH:27]=[CH:26][C:25]([C@:28]23[CH2:33][C@H:32]2[CH2:31][NH:30][CH2:29]3)=[CH:24][CH:23]=1.[BH-](OC(C)=O)(OC(C)=O)OC(C)=O.[Na+].[OH-].[Na+]. The catalyst is ClC(Cl)C.CO.CC(O)=O. The product is [ClH:1].[ClH:1].[Cl:1][C:2]1[C:7]([C:8]2[C:9](=[O:19])[NH:10][C:11](=[O:18])[N:12]([CH2:14][CH2:15][CH2:16][N:30]3[CH2:31][C@H:32]4[C@:28]([C:25]5[CH:24]=[CH:23][C:22]([C:21]([F:20])([F:35])[F:34])=[CH:27][CH:26]=5)([CH2:33]4)[CH2:29]3)[CH:13]=2)=[CH:6][CH:5]=[CH:4][N:3]=1. The yield is 0.340. (2) The reactants are [S:1]1[C:5]2[CH:6]=[C:7]([N:10]3[C:14]([NH2:15])=[CH:13][C:12]([CH:16]([CH3:18])[CH3:17])=[N:11]3)[CH:8]=[CH:9][C:4]=2[N:3]=[CH:2]1.N1C=CC=CC=1.[C:25](Cl)([O:27][CH2:28][C:29]([Cl:32])([Cl:31])[Cl:30])=[O:26]. The catalyst is C(Cl)Cl. The product is [S:1]1[C:5]2[CH:6]=[C:7]([N:10]3[C:14]([NH:15][C:25](=[O:26])[O:27][CH2:28][C:29]([Cl:32])([Cl:31])[Cl:30])=[CH:13][C:12]([CH:16]([CH3:18])[CH3:17])=[N:11]3)[CH:8]=[CH:9][C:4]=2[N:3]=[CH:2]1. The yield is 0.230. (3) The reactants are [F:1][C@H:2]1[CH2:6][C@H:5]([C:7]2[N:11]([CH3:12])[N:10]=[CH:9][CH:8]=2)[C@@H:4]([O:13]COC)[CH2:3]1.C(=O)([O-])O.[Na+]. The catalyst is Cl.CO. The product is [F:1][C@H:2]1[CH2:3][C@H:4]([OH:13])[C@@H:5]([C:7]2[N:11]([CH3:12])[N:10]=[CH:9][CH:8]=2)[CH2:6]1. The yield is 0.850. (4) The reactants are [CH2:1]([O:8][C:9]([N:11]1[CH2:15][C@@H:14]([NH:16][C:17]([O:19][CH2:20][C:21]2[CH:26]=[CH:25][CH:24]=[CH:23][CH:22]=2)=[O:18])[CH2:13][C@H:12]1[CH2:27]OS(C1C=CC(C)=CC=1)(=O)=O)=[O:10])[C:2]1[CH:7]=[CH:6][CH:5]=[CH:4][CH:3]=1.[N-:39]=[N+:40]=[N-:41].[Na+].CC(=O)OCC. The catalyst is CN(C)C=O.O. The product is [CH2:1]([O:8][C:9]([N:11]1[CH2:15][C@@H:14]([NH:16][C:17]([O:19][CH2:20][C:21]2[CH:26]=[CH:25][CH:24]=[CH:23][CH:22]=2)=[O:18])[CH2:13][C@H:12]1[CH2:27][N:39]=[N+:40]=[N-:41])=[O:10])[C:2]1[CH:7]=[CH:6][CH:5]=[CH:4][CH:3]=1. The yield is 1.00. (5) The reactants are [N:1]1([C:11](=[O:16])[C:12]([F:15])([F:14])[F:13])[C:10]2[C:5](=[CH:6][CH:7]=[CH:8][CH:9]=2)[CH2:4][CH2:3][CH2:2]1.[S:17]([Cl:21])(=O)(=[O:19])[OH:18]. The catalyst is O. The product is [F:13][C:12]([F:14])([F:15])[C:11]([N:1]1[C:10]2[C:5](=[CH:6][C:7]([S:17]([Cl:21])(=[O:19])=[O:18])=[CH:8][CH:9]=2)[CH2:4][CH2:3][CH2:2]1)=[O:16]. The yield is 0.210. (6) The reactants are [CH2:1]([CH:3]([C:6]1[C:10]([CH2:11][CH2:12][CH2:13][OH:14])=[CH:9][N:8]([C:15]2[N:20]=[CH:19][C:18]([C:21]([F:24])([F:23])[F:22])=[CH:17][N:16]=2)[N:7]=1)[CH2:4][CH3:5])[CH3:2].O[C:26]1[C:31]([O:32][CH3:33])=[CH:30][CH:29]=[CH:28][C:27]=1[CH2:34][C:35]([O:37]C)=[O:36].C(P(CCCC)CCCC)CCC.N(C(N1CCCCC1)=O)=NC(N1CCCCC1)=O. The catalyst is O1CCCC1. The product is [CH2:1]([CH:3]([C:6]1[C:10]([CH2:11][CH2:12][CH2:13][O:14][C:26]2[C:31]([O:32][CH3:33])=[CH:30][CH:29]=[CH:28][C:27]=2[CH2:34][C:35]([OH:37])=[O:36])=[CH:9][N:8]([C:15]2[N:16]=[CH:17][C:18]([C:21]([F:22])([F:24])[F:23])=[CH:19][N:20]=2)[N:7]=1)[CH2:4][CH3:5])[CH3:2]. The yield is 0.220. (7) The reactants are [O:1]=[C:2]([NH:8][C:9]1[CH:14]=[CH:13][CH:12]=[C:11]([C:15]([F:18])([F:17])[F:16])[CH:10]=1)[C:3]([O:5]CC)=O.[NH2:19][CH2:20][CH:21]([OH:23])[CH3:22]. The catalyst is C(O)C. The product is [OH:23][CH:21]([CH3:22])[CH2:20][NH:19][C:3](=[O:5])[C:2]([NH:8][C:9]1[CH:14]=[CH:13][CH:12]=[C:11]([C:15]([F:16])([F:17])[F:18])[CH:10]=1)=[O:1]. The yield is 0.850. (8) The reactants are [CH:1]([O:4][C:5]1[CH:6]=[C:7](Br)[CH:8]=[N:9][CH:10]=1)([CH3:3])[CH3:2].[CH3:12][C@H:13]([OH:17])[CH2:14][CH:15]=[CH2:16].C(N(CC)CC)C. The catalyst is C([O-])(=O)C.[Pd+2].C([O-])(=O)C.C1(C)C=CC=CC=1P(C1C=CC=CC=1C)C1C=CC=CC=1C.C(#N)C. The product is [CH:1]([O:4][C:5]1[CH:6]=[C:7](/[CH:16]=[CH:15]/[CH2:14][C@@H:13]([OH:17])[CH3:12])[CH:8]=[N:9][CH:10]=1)([CH3:3])[CH3:2]. The yield is 0.607. (9) The catalyst is C(Cl)Cl. The product is [Cl:23][CH2:11][C:9]1[CH:8]=[CH:7][C:6]([C:13]2[CH:18]=[CH:17][CH:16]=[C:15]([O:19][CH3:20])[CH:14]=2)=[C:5]([C:2]([CH3:4])([CH3:3])[CH3:1])[CH:10]=1. The yield is 0.930. The reactants are [CH3:1][C:2]([C:5]1[CH:10]=[C:9]([CH2:11]O)[CH:8]=[CH:7][C:6]=1[C:13]1[CH:18]=[CH:17][CH:16]=[C:15]([O:19][CH3:20])[CH:14]=1)([CH3:4])[CH3:3].S(Cl)([Cl:23])=O.